This data is from Full USPTO retrosynthesis dataset with 1.9M reactions from patents (1976-2016). The task is: Predict the reactants needed to synthesize the given product. (1) Given the product [CH3:26][C:25]([O:24][CH2:23][C@H:21]1[O:22][C@H:5]([O:4][C:1]([CH3:2])=[O:3])[C@H:6]([OH:7])[C@@H:11]([O:12][C:13]([CH3:14])=[O:15])[C@H:16]1[O:17][C:18]([CH3:19])=[O:20])=[O:27], predict the reactants needed to synthesize it. The reactants are: [C:1]([O:4][C@@H:5]1[O:22][C@H:21]([CH2:23][O:24][C:25](=[O:27])[CH3:26])[C@H:16]([O:17][C:18](=[O:20])[CH3:19])[C@H:11]([O:12][C:13](=[O:15])[CH3:14])[C@H:6]1[O:7]C(=O)C)(=[O:3])[CH3:2]. (2) Given the product [CH3:31][N:9]([CH2:1][CH2:2][C:3]1[CH:4]=[CH:5][CH:6]=[CH:7][CH:8]=1)[C:10]1[CH:28]=[CH:27][C:13]([C:14]([NH:16][C:17]2[CH:18]=[N:19][C:20]3[C:25]([CH:26]=2)=[CH:24][CH:23]=[CH:22][CH:21]=3)=[O:15])=[CH:12][CH:11]=1, predict the reactants needed to synthesize it. The reactants are: [CH2:1]([NH:9][C:10]1[CH:28]=[CH:27][C:13]([C:14]([NH:16][C:17]2[CH:18]=[N:19][C:20]3[C:25]([CH:26]=2)=[CH:24][CH:23]=[CH:22][CH:21]=3)=[O:15])=[CH:12][CH:11]=1)[CH2:2][C:3]1[CH:8]=[CH:7][CH:6]=[CH:5][CH:4]=1.C=O.[C:31](O[BH-](OC(=O)C)OC(=O)C)(=O)C.C[N+](C)(C)C. (3) Given the product [C:11]([O:15][C:16]([NH:18][C:19]1[N:24]=[CH:23][C:22]([CH2:25][C:26]([C:35]2[N:36]=[CH:37][N:38]([CH2:9][C:8]#[CH:7])[CH:39]=2)([C:31]([O:33][CH3:34])=[O:32])[C:27]([O:29][CH3:30])=[O:28])=[CH:21][CH:20]=1)=[O:17])([CH3:14])([CH3:12])[CH3:13], predict the reactants needed to synthesize it. The reactants are: C(=O)([O-])[O-].[Cs+].[Cs+].[CH2:7](Br)[C:8]#[CH:9].[C:11]([O:15][C:16]([NH:18][C:19]1[N:24]=[CH:23][C:22]([CH2:25][C:26]([C:35]2[N:36]=[CH:37][NH:38][CH:39]=2)([C:31]([O:33][CH3:34])=[O:32])[C:27]([O:29][CH3:30])=[O:28])=[CH:21][CH:20]=1)=[O:17])([CH3:14])([CH3:13])[CH3:12].O. (4) Given the product [Na+:41].[CH3:1][O:2][C:3]1[CH:4]=[C:5]([C:9]2[N:13]3[N:14]=[CH:15][CH:16]=[C:17]([N:18]4[CH2:23][CH2:22][O:21][CH2:20][CH2:19]4)[C:12]3=[N:11][C:10]=2/[CH:24]=[CH:25]/[C:26]2[CH:35]=[CH:34][C:33]3[C:32]([C:36]([O-:38])=[O:37])=[CH:31][CH:30]=[CH:29][C:28]=3[N:27]=2)[CH:6]=[CH:7][CH:8]=1, predict the reactants needed to synthesize it. The reactants are: [CH3:1][O:2][C:3]1[CH:4]=[C:5]([C:9]2[N:13]3[N:14]=[CH:15][CH:16]=[C:17]([N:18]4[CH2:23][CH2:22][O:21][CH2:20][CH2:19]4)[C:12]3=[N:11][C:10]=2/[CH:24]=[CH:25]/[C:26]2[CH:35]=[CH:34][C:33]3[C:32]([C:36]([OH:38])=[O:37])=[CH:31][CH:30]=[CH:29][C:28]=3[N:27]=2)[CH:6]=[CH:7][CH:8]=1.C[O-].[Na+:41]. (5) Given the product [CH3:1][O:2][C:3]1[N:8]=[C:7]2[C:9]([CH3:15])([CH3:14])[C:10](=[O:13])[N:11]([CH3:12])[C:6]2=[CH:5][C:4]=1[CH:17]=[CH2:18], predict the reactants needed to synthesize it. The reactants are: [CH3:1][O:2][C:3]1[N:8]=[C:7]2[C:9]([CH3:15])([CH3:14])[C:10](=[O:13])[N:11]([CH3:12])[C:6]2=[CH:5][C:4]=1Br.[CH2:17]([Sn](CCCC)(CCCC)C=C)[CH2:18]CC. (6) Given the product [CH2:25]([O:32][C@@H:33]1[CH2:37][CH2:36][CH2:35][C@H:34]1[NH:38][C:2]1[C:3]2[S:23](=[O:24])[CH2:22][CH2:21][C:4]=2[N:5]=[C:6]([N:8]2[CH2:13][CH2:12][N:11]([C:14]3[CH:15]=[CH:16][C:17]([Cl:20])=[CH:18][CH:19]=3)[CH2:10][CH2:9]2)[N:7]=1)[C:26]1[CH:31]=[CH:30][CH:29]=[CH:28][CH:27]=1, predict the reactants needed to synthesize it. The reactants are: Cl[C:2]1[C:3]2[S:23](=[O:24])[CH2:22][CH2:21][C:4]=2[N:5]=[C:6]([N:8]2[CH2:13][CH2:12][N:11]([C:14]3[CH:19]=[CH:18][C:17]([Cl:20])=[CH:16][CH:15]=3)[CH2:10][CH2:9]2)[N:7]=1.[CH2:25]([O:32][C@@H:33]1[CH2:37][CH2:36][CH2:35][C@H:34]1[NH2:38])[C:26]1[CH:31]=[CH:30][CH:29]=[CH:28][CH:27]=1.C(O[C@@H]1CCC[C@H]1NC1C2S(=O)CCC=2N=C(C2N(C3C=CC(Cl)=CC=3)CCNC2)N=1)C1C=CC=CC=1.